This data is from Reaction yield outcomes from USPTO patents with 853,638 reactions. The task is: Predict the reaction yield, written as a fraction of the theoretical maximum amount of product (1.0 means a 100% yield; for example, 0.34 means a 34% yield). (1) The reactants are C[Mg+].[Br-].[NH:4]1[C:12]2[C:7](=[CH:8][CH:9]=[CH:10][CH:11]=2)[CH:6]=[CH:5]1.[Cl:13][C:14]1[N:19]=[C:18](Cl)[CH:17]=[CH:16][N:15]=1. The catalyst is ClCCCl. The product is [Cl:13][C:14]1[N:19]=[C:18]([C:6]2[C:7]3[C:12](=[CH:11][CH:10]=[CH:9][CH:8]=3)[NH:4][CH:5]=2)[CH:17]=[CH:16][N:15]=1. The yield is 0.460. (2) The reactants are [CH2:1]([O:3][C:4]1[N:5]=[C:6]2[C:12]([C:13](=[O:18])[C:14]([CH3:17])([CH3:16])[CH3:15])=[CH:11][N:10](COCC[Si](C)(C)C)[C:7]2=[N:8][CH:9]=1)[CH3:2].O.O.O.C([O-])(=O)C.[Na+]. The catalyst is ClCCl.FC(F)(F)C(O)=O. The product is [CH2:1]([O:3][C:4]1[N:5]=[C:6]2[C:12]([C:13](=[O:18])[C:14]([CH3:17])([CH3:16])[CH3:15])=[CH:11][NH:10][C:7]2=[N:8][CH:9]=1)[CH3:2]. The yield is 0.800. (3) The reactants are [CH3:1][N:2]([C:26]1[CH:31]=[CH:30][CH:29]=[CH:28][CH:27]=1)[S:3]([C:6]1[CH:25]=[CH:24][C:9]2[N:10]([CH3:23])[C:11]([CH2:13][O:14][C:15]3[CH:20]=[CH:19][C:18]([C:21]#[N:22])=[CH:17][CH:16]=3)=[N:12][C:8]=2[CH:7]=1)(=[O:5])=[O:4].[ClH:32].C(O)C.C(=O)([O-])[O-].[NH4+:40].[NH4+]. The catalyst is CO. The product is [ClH:32].[CH3:1][N:2]([C:26]1[CH:31]=[CH:30][CH:29]=[CH:28][CH:27]=1)[S:3]([C:6]1[CH:25]=[CH:24][C:9]2[N:10]([CH3:23])[C:11]([CH2:13][O:14][C:15]3[CH:16]=[CH:17][C:18]([C:21](=[NH:40])[NH2:22])=[CH:19][CH:20]=3)=[N:12][C:8]=2[CH:7]=1)(=[O:4])=[O:5]. The yield is 0.460. (4) The reactants are S(=O)(=O)(O)O.[Br:6][C:7]1[CH:8]=[C:9]2[C:13](=[CH:14][CH:15]=1)[NH:12][N:11]=[C:10]2[C:16]([OH:18])=[O:17].[CH3:19]O. No catalyst specified. The product is [Br:6][C:7]1[CH:8]=[C:9]2[C:13](=[CH:14][CH:15]=1)[NH:12][N:11]=[C:10]2[C:16]([O:18][CH3:19])=[O:17]. The yield is 0.980. (5) The reactants are Cl[C:2]1[CH:7]=[CH:6][N:5]=[C:4]2[CH:8]=[C:9]([C:11]3[N:16]=[CH:15][C:14]([CH2:17][CH2:18][N:19]4[CH2:23][CH2:22][CH2:21][C:20]4=[O:24])=[CH:13][CH:12]=3)[S:10][C:3]=12.[F:25][C:26]1[CH:31]=[C:30]([N+:32]([O-:34])=[O:33])[CH:29]=[CH:28][C:27]=1[OH:35].C(=O)([O-])[O-].[K+].[K+]. The catalyst is C1(OC2C=CC=CC=2)C=CC=CC=1. The product is [F:25][C:26]1[CH:31]=[C:30]([N+:32]([O-:34])=[O:33])[CH:29]=[CH:28][C:27]=1[O:35][C:2]1[CH:7]=[CH:6][N:5]=[C:4]2[CH:8]=[C:9]([C:11]3[N:16]=[CH:15][C:14]([CH2:17][CH2:18][N:19]4[CH2:23][CH2:22][CH2:21][C:20]4=[O:24])=[CH:13][CH:12]=3)[S:10][C:3]=12. The yield is 0.470. (6) The reactants are [CH2:1]([CH:8]([NH:23][C:24]([C:26]1[CH:35]=[N:34][C:33]2[C:28](=[CH:29][CH:30]=[CH:31][CH:32]=2)[N:27]=1)=[O:25])[CH:9]([OH:22])[CH2:10][CH:11]([C:18]([NH:20][NH2:21])=[O:19])[CH2:12][CH2:13][C:14]([F:17])([CH3:16])[CH3:15])[C:2]1[CH:7]=[CH:6][CH:5]=[CH:4][CH:3]=1.[N:36]#[C:37]Br.C(=O)([O-])O.[K+]. The catalyst is O1CCOCC1.O. The product is [NH2:36][C:37]1[O:19][C:18]([CH:11]([CH2:12][CH2:13][C:14]([F:17])([CH3:16])[CH3:15])[CH2:10][CH:9]([OH:22])[CH:8]([NH:23][C:24]([C:26]2[CH:35]=[N:34][C:33]3[C:28](=[CH:29][CH:30]=[CH:31][CH:32]=3)[N:27]=2)=[O:25])[CH2:1][C:2]2[CH:7]=[CH:6][CH:5]=[CH:4][CH:3]=2)=[N:20][N:21]=1. The yield is 0.550.